Dataset: Full USPTO retrosynthesis dataset with 1.9M reactions from patents (1976-2016). Task: Predict the reactants needed to synthesize the given product. (1) Given the product [NH2:1][C:2]1[CH:10]=[C:9]([F:11])[CH:8]=[CH:7][C:3]=1[C:4]([NH:12][CH2:13][CH2:14][CH2:15][C@H:16]1[O:20][C:19](=[O:21])[N:18]([C:22]2[CH:23]=[CH:24][C:25]3[S:30][CH2:29][C:28](=[O:31])[NH:27][C:26]=3[CH:32]=2)[CH2:17]1)=[O:6], predict the reactants needed to synthesize it. The reactants are: [NH2:1][C:2]1[CH:10]=[C:9]([F:11])[CH:8]=[CH:7][C:3]=1[C:4]([OH:6])=O.[NH2:12][CH2:13][CH2:14][CH2:15][C@H:16]1[O:20][C:19](=[O:21])[N:18]([C:22]2[CH:23]=[CH:24][C:25]3[S:30][CH2:29][C:28](=[O:31])[NH:27][C:26]=3[CH:32]=2)[CH2:17]1. (2) Given the product [OH:72][C:71]([C:53]([F:56])([F:55])[F:54])=[O:74].[Cl:19][C:18]1[C:13]2[N:12]([CH3:20])[O:11][C@H:10]3[NH:21][C@H:22]([C:24]([O:26][C@@H:27]4[C@:36]5([OH:37])[C@@H:31]([C@H:32]([C@@H:39]([CH3:57])[CH2:40][N:41]6[CH2:42][CH2:43][N:44]([C:47]7[CH:52]=[CH:51][C:50]([C:53]([F:55])([F:54])[F:56])=[CH:49][N:48]=7)[CH2:45][CH2:46]6)[CH2:33][CH2:34][C@H:35]5[CH3:38])[CH:30]=[C:29]([CH3:58])[C@H:28]4[O:59][C:60](=[O:62])[CH3:61])=[O:25])[CH2:23][C@@:9]3([OH:8])[C:14]=2[CH:15]=[CH:16][CH:17]=1, predict the reactants needed to synthesize it. The reactants are: C(OC([O:8][C@@:9]12[CH2:23][C@@H:22]([C:24]([O:26][C@@H:27]3[C@:36]4([OH:37])[C@@H:31]([C@H:32]([C@@H:39]([CH3:57])[CH2:40][N:41]5[CH2:46][CH2:45][N:44]([C:47]6[CH:52]=[CH:51][C:50]([C:53]([F:56])([F:55])[F:54])=[CH:49][N:48]=6)[CH2:43][CH2:42]5)[CH2:33][CH2:34][C@H:35]4[CH3:38])[CH:30]=[C:29]([CH3:58])[C@H:28]3[O:59][C:60](=[O:62])[CH3:61])=[O:25])[N:21](C(OC(C)(C)C)=O)[C@@H:10]1[O:11][N:12]([CH3:20])[C:13]1[C:18]([Cl:19])=[CH:17][CH:16]=[CH:15][C:14]=12)=O)(C)(C)C.Cl.[C:71](=[O:74])(O)[O-:72].[Na+]. (3) Given the product [Br:1][C:2]1[N:7]=[CH:6][C:5](/[C:8](=[N:18]/[S:16]([C:13]([CH3:15])([CH3:14])[CH3:12])=[O:17])/[CH2:9][CH3:10])=[CH:4][CH:3]=1, predict the reactants needed to synthesize it. The reactants are: [Br:1][C:2]1[N:7]=[CH:6][C:5]([C:8](=O)[CH2:9][CH3:10])=[CH:4][CH:3]=1.[CH3:12][C:13]([S@:16]([NH2:18])=[O:17])([CH3:15])[CH3:14].O.S([O-])([O-])(=O)=O.[Mg+2]. (4) Given the product [NH2:1][C:2]1[N:7]=[CH:6][C:5]([C:8]2[N:9]=[C:10]([N:26]3[CH2:31][CH2:30][O:29][CH2:28][CH2:27]3)[C:11]3[S:16][C:15]([C:17]4[CH:18]=[C:19]([C:22]([N:32]5[CH2:37][CH2:36][O:35][CH2:34][CH2:33]5)=[O:24])[S:20][CH:21]=4)=[C:14]([CH3:25])[C:12]=3[N:13]=2)=[CH:4][N:3]=1, predict the reactants needed to synthesize it. The reactants are: [NH2:1][C:2]1[N:7]=[CH:6][C:5]([C:8]2[N:9]=[C:10]([N:26]3[CH2:31][CH2:30][O:29][CH2:28][CH2:27]3)[C:11]3[S:16][C:15]([C:17]4[CH:18]=[C:19]([C:22]([OH:24])=O)[S:20][CH:21]=4)=[C:14]([CH3:25])[C:12]=3[N:13]=2)=[CH:4][N:3]=1.[NH:32]1[CH2:37][CH2:36][O:35][CH2:34][CH2:33]1. (5) Given the product [Cl:11][C:4]1[CH:3]=[C:2]([NH:1][C:6]([CH2:5][C:4]2[CH:3]=[CH:2][CH:10]=[CH:9][C:17]=2[CH3:18])=[O:7])[CH:10]=[CH:9][C:5]=1[C:6]([OH:8])=[O:7], predict the reactants needed to synthesize it. The reactants are: [NH2:1][C:2]1[CH:10]=[CH:9][C:5]([C:6]([OH:8])=[O:7])=[C:4]([Cl:11])[CH:3]=1.C(N([CH2:17][CH3:18])CC)C.